From a dataset of Full USPTO retrosynthesis dataset with 1.9M reactions from patents (1976-2016). Predict the reactants needed to synthesize the given product. (1) The reactants are: [C:9](O[C:9]([O:11][C:12]([CH3:15])([CH3:14])[CH3:13])=[O:10])([O:11][C:12]([CH3:15])([CH3:14])[CH3:13])=[O:10].[N+:16]([C:19]1[CH:24]=[CH:23][C:22]([C@H:25]2[CH2:30][CH2:29][C@H:28](C(O)=O)[CH2:27][CH2:26]2)=[CH:21][CH:20]=1)([O-:18])=[O:17]. Given the product [N+:16]([C:19]1[CH:24]=[CH:23][C:22]([C@H:25]2[CH2:30][CH2:29][C@H:28]([C:9]([O:11][C:12]([CH3:13])([CH3:14])[CH3:15])=[O:10])[CH2:27][CH2:26]2)=[CH:21][CH:20]=1)([O-:18])=[O:17], predict the reactants needed to synthesize it. (2) Given the product [NH2:8][C:16]1[CH2:22][C:21]([C:23]([N:24]([CH2:28][C:29]([NH2:31])=[O:30])[CH2:25][CH2:26][CH3:27])=[O:32])=[CH:20][C:19]2[CH:33]=[C:34]([C:37]3[CH:42]=[CH:41][C:40]([C:43]([N:45]4[CH2:49][CH2:48][CH2:47][CH2:46]4)=[O:44])=[CH:39][C:38]=3[CH3:50])[CH:35]=[CH:36][C:18]=2[N:17]=1, predict the reactants needed to synthesize it. The reactants are: C(OC([N:8]([C:16]1[CH2:22][C:21]([C:23](=[O:32])[N:24]([CH2:28][C:29]([NH2:31])=[O:30])[CH2:25][CH2:26][CH3:27])=[CH:20][C:19]2[CH:33]=[C:34]([C:37]3[CH:42]=[CH:41][C:40]([C:43]([N:45]4[CH2:49][CH2:48][CH2:47][CH2:46]4)=[O:44])=[CH:39][C:38]=3[CH3:50])[CH:35]=[CH:36][C:18]=2[N:17]=1)C(OC(C)(C)C)=O)=O)(C)(C)C.C(O)(C(F)(F)F)=O. (3) Given the product [Cl:1][C:2]1[C:7](/[CH:8]=[N:20]/[OH:19])=[C:6]([F:10])[C:5]([O:11][C:12]([F:15])([F:14])[F:13])=[CH:4][CH:3]=1, predict the reactants needed to synthesize it. The reactants are: [Cl:1][C:2]1[C:7]([CH:8]=O)=[C:6]([F:10])[C:5]([O:11][C:12]([F:15])([F:14])[F:13])=[CH:4][CH:3]=1.C(O)C.[OH2:19].[NH3:20].C(=O)([O-])[O-].[Na+].[Na+]. (4) Given the product [C:30]([C:29]1[CH:28]=[C:27]([Si:26]([CH3:36])([CH3:35])[CH3:25])[CH:34]=[CH:33][CH:32]=1)#[CH:1], predict the reactants needed to synthesize it. The reactants are: [C:1]1(P(C2C=CC=CC=2)C2C=CC=CC=2)C=CC=CC=1.C(Br)(Br)(Br)Br.[CH3:25][Si:26]([CH3:36])([CH3:35])[C:27]1[CH:28]=[C:29]([CH:32]=[CH:33][CH:34]=1)[CH:30]=O.C([Li])CCC. (5) Given the product [N:25]([C:2]1[CH:15]=[C:14]2[C:5]([O:6][C:7]3[C:8]([F:24])=[CH:9][C:10]([O:22][CH3:23])=[CH:11][C:12]=3[C@@:13]32[CH2:20][CH2:19][O:18][C:17]([NH2:21])=[N:16]3)=[CH:4][CH:3]=1)=[N+:26]=[N-:27], predict the reactants needed to synthesize it. The reactants are: Br[C:2]1[CH:15]=[C:14]2[C:5]([O:6][C:7]3[C:8]([F:24])=[CH:9][C:10]([O:22][CH3:23])=[CH:11][C:12]=3[C@@:13]32[CH2:20][CH2:19][O:18][C:17]([NH2:21])=[N:16]3)=[CH:4][CH:3]=1.[N-:25]=[N+:26]=[N-:27].[Na+].O=C1O[C@H]([C@H](CO)O)C([O-])=C1O.[Na+].CN[C@@H]1CCCC[C@H]1NC. (6) Given the product [CH2:39]([N:1]1[CH2:6][CH2:5][CH:4]([CH:7]2[C:20]3[CH:19]=[CH:18][C:17]([C:21]4[CH:26]=[CH:25][CH:24]=[CH:23][C:22]=4[NH:27][C:28](=[O:30])[CH3:29])=[CH:16][C:15]=3[O:14][C:13]3[C:8]2=[CH:9][CH:10]=[CH:11][CH:12]=3)[CH2:3][CH2:2]1)[CH:38]=[CH2:37], predict the reactants needed to synthesize it. The reactants are: [NH:1]1[CH2:6][CH2:5][CH:4]([CH:7]2[C:20]3[CH:19]=[CH:18][C:17]([C:21]4[CH:26]=[CH:25][CH:24]=[CH:23][C:22]=4[NH:27][C:28](=[O:30])[CH3:29])=[CH:16][C:15]=3[O:14][C:13]3[C:8]2=[CH:9][CH:10]=[CH:11][CH:12]=3)[CH2:3][CH2:2]1.C(=O)([O-])[O-].[K+].[K+].[CH2:37](Br)[CH:38]=[CH2:39]. (7) Given the product [F:1][C:2]1[CH:27]=[C:26]([F:28])[CH:25]=[CH:24][C:3]=1[CH2:4][N:5]([CH2:16][C:17]1[CH:22]=[CH:21][C:20]([O:23][C:35]2[CH:36]=[CH:37][C:32]([C:31]([O:30][CH3:29])=[O:39])=[CH:33][CH:34]=2)=[CH:19][CH:18]=1)[C:6]1[CH:11]=[CH:10][CH:9]=[C:8]([N+:12]([O-:14])=[O:13])[C:7]=1[CH3:15], predict the reactants needed to synthesize it. The reactants are: [F:1][C:2]1[CH:27]=[C:26]([F:28])[CH:25]=[CH:24][C:3]=1[CH2:4][N:5]([CH2:16][C:17]1[CH:22]=[CH:21][C:20]([OH:23])=[CH:19][CH:18]=1)[C:6]1[CH:11]=[CH:10][CH:9]=[C:8]([N+:12]([O-:14])=[O:13])[C:7]=1[CH3:15].[CH3:29][O:30][C:31](=[O:39])[C:32]1[CH:37]=[CH:36][C:35](Br)=[CH:34][CH:33]=1.[O-]P([O-])([O-])=O.[K+].[K+].[K+].C(P(C(C)(C)C)C1C=CC=CC=1C1C=CC=CC=1)(C)(C)C. (8) Given the product [N:16]1[CH:17]=[CH:18][CH:19]=[CH:20][C:15]=1[CH2:14][C:13]([N:9]1[C:10]2[C:6](=[CH:5][C:4]([NH2:1])=[CH:12][CH:11]=2)[CH2:7][CH2:8]1)=[O:21], predict the reactants needed to synthesize it. The reactants are: [N+:1]([C:4]1[CH:5]=[C:6]2[C:10](=[CH:11][CH:12]=1)[N:9]([C:13](=[O:21])[CH2:14][C:15]1[CH:20]=[CH:19][CH:18]=[CH:17][N:16]=1)[CH2:8][CH2:7]2)([O-])=O. (9) Given the product [C:16]([C:13]1[N:14]=[CH:15][C:10]([S:2]([Cl:4])(=[O:1])=[O:6])=[CH:11][CH:12]=1)#[N:17], predict the reactants needed to synthesize it. The reactants are: [O:1]=[S:2]([Cl:4])Cl.N([O-])=[O:6].[Na+].N[C:10]1[CH:11]=[CH:12][C:13]([C:16]#[N:17])=[N:14][CH:15]=1. (10) Given the product [ClH:25].[NH2:1][CH:4]([C:17]1[CH:18]=[CH:19][C:20]([Br:23])=[CH:21][CH:22]=1)[C:5]([C@@H:7]1[CH2:12][CH2:11][CH2:10][CH2:9][C@H:8]1[C:13]([O:15][CH3:16])=[O:14])=[O:6], predict the reactants needed to synthesize it. The reactants are: [N:1]([CH:4]([C:17]1[CH:22]=[CH:21][C:20]([Br:23])=[CH:19][CH:18]=1)[C:5]([C@@H:7]1[CH2:12][CH2:11][CH2:10][CH2:9][C@H:8]1[C:13]([O:15][CH3:16])=[O:14])=[O:6])=[N+]=[N-].[NH4+].[Cl-:25].O.